This data is from CYP3A4 inhibition data for predicting drug metabolism from PubChem BioAssay. The task is: Regression/Classification. Given a drug SMILES string, predict its absorption, distribution, metabolism, or excretion properties. Task type varies by dataset: regression for continuous measurements (e.g., permeability, clearance, half-life) or binary classification for categorical outcomes (e.g., BBB penetration, CYP inhibition). Dataset: cyp3a4_veith. (1) The compound is COc1ccc(NC(=O)N2CC3(CCN(C(=O)c4cccn4C)CC3)C2)cc1. The result is 0 (non-inhibitor). (2) The molecule is COc1ccc(NC(=O)CSc2nc3ccccc3cc2Cc2ccccc2)cc1. The result is 1 (inhibitor).